This data is from Full USPTO retrosynthesis dataset with 1.9M reactions from patents (1976-2016). The task is: Predict the reactants needed to synthesize the given product. (1) Given the product [CH2:17]([N:24]1[CH2:28][C@:3]2([O:2][CH3:1])[C:4](=[O:9])[NH:5][C:6](=[O:8])[C@@H:7]2[CH2:25]1)[C:18]1[CH:23]=[CH:22][CH:21]=[CH:20][CH:19]=1, predict the reactants needed to synthesize it. The reactants are: [CH3:1][O:2][C:3]1[C:4](=[O:9])[NH:5][C:6](=[O:8])[CH:7]=1.C(O)(C(F)(F)F)=O.[CH2:17]([N:24]([CH2:28][Si](C)(C)C)[CH2:25]OC)[C:18]1[CH:23]=[CH:22][CH:21]=[CH:20][CH:19]=1. (2) Given the product [N+:21]([C:6]1[CH:5]=[C:4]([S:1][C:2]#[N:3])[CH:20]=[CH:19][C:7]=1[NH:8][S:9]([C:12]1[CH:17]=[CH:16][C:15]([CH3:18])=[CH:14][CH:13]=1)(=[O:11])=[O:10])([O-:23])=[O:22], predict the reactants needed to synthesize it. The reactants are: [S:1]([C:4]1[CH:20]=[CH:19][C:7]([NH:8][S:9]([C:12]2[CH:17]=[CH:16][C:15]([CH3:18])=[CH:14][CH:13]=2)(=[O:11])=[O:10])=[CH:6][CH:5]=1)[C:2]#[N:3].[N+:21]([O-])([OH:23])=[O:22].O. (3) The reactants are: [Br:1][C:2]1[C:10]2[C:5](=[CH:6][CH:7]=[CH:8][C:9]=2[N+:11]([O-:13])=[O:12])[NH:4][N:3]=1.C(=O)([O-])[O-].[K+].[K+].Cl.Cl[CH2:22][C:23]1[CH:28]=[CH:27][CH:26]=[C:25]([CH3:29])[N:24]=1. Given the product [Br:1][C:2]1[C:10]2[C:5](=[CH:6][CH:7]=[CH:8][C:9]=2[N+:11]([O-:13])=[O:12])[N:4]([CH2:22][C:23]2[CH:28]=[CH:27][CH:26]=[C:25]([CH3:29])[N:24]=2)[N:3]=1, predict the reactants needed to synthesize it. (4) Given the product [NH:13]1[CH:17]=[C:16]([CH:18]=[C:6]2[C:5](=[O:12])[C:4]3[N:3]=[C:2]([CH3:1])[CH:11]=[CH:10][C:9]=3[CH2:8][CH2:7]2)[N:15]=[CH:14]1, predict the reactants needed to synthesize it. The reactants are: [CH3:1][C:2]1[CH:11]=[CH:10][C:9]2[CH2:8][CH2:7][CH2:6][C:5](=[O:12])[C:4]=2[N:3]=1.[NH:13]1[CH:17]=[C:16]([CH:18]=O)[N:15]=[CH:14]1.[OH-].[Na+]. (5) Given the product [CH2:19]([N:41]1[C:40]([CH3:51])([CH3:39])[C:48]2[C:43](=[CH:44][CH:45]=[CH:46][CH:47]=2)[C:42]1([CH3:50])[CH3:49])[C:20]1[CH:25]=[CH:24][CH:23]=[CH:22][CH:21]=1, predict the reactants needed to synthesize it. The reactants are: C(N1C(=O)C2=CC=CC=C2C1=O)C1C=CC=CC=1.[CH2:19](Br)[C:20]1[CH:25]=[CH:24][CH:23]=[CH:22][CH:21]=1.C1(=O)NC(=O)C2=CC=CC=C12.[K].[CH3:39][C:40]1([CH3:51])[C:48]2[C:43](=[CH:44][CH:45]=[CH:46][CH:47]=2)[C:42]([CH3:50])([CH3:49])[NH:41]1. (6) The reactants are: [CH3:1][N:2]1[CH:7]=[C:6](B2OC(C)(C)C(C)(C)O2)[CH:5]=[CH:4][C:3]1=[O:17].Cl[C:19]1[CH:33]=[CH:32][C:22]([CH2:23][NH:24][C:25](=[O:31])[O:26][C:27]([CH3:30])([CH3:29])[CH3:28])=[CH:21][C:20]=1[F:34].[O-]P([O-])([O-])=O.[K+].[K+].[K+]. Given the product [F:34][C:20]1[CH:21]=[C:22]([CH:32]=[CH:33][C:19]=1[C:6]1[CH:5]=[CH:4][C:3](=[O:17])[N:2]([CH3:1])[CH:7]=1)[CH2:23][NH:24][C:25](=[O:31])[O:26][C:27]([CH3:30])([CH3:29])[CH3:28], predict the reactants needed to synthesize it. (7) Given the product [CH2:1]([NH:3][C:4](=[O:23])[C:5]1[CH:10]=[C:9]([C:11]2[CH:19]=[C:18]3[C:14]([C:15]([C:33]4[CH:34]=[CH:35][C:30]([CH3:29])=[CH:31][CH:32]=4)=[N:16][NH:17]3)=[CH:13][CH:12]=2)[C:8]([CH3:21])=[C:7]([F:22])[CH:6]=1)[CH3:2], predict the reactants needed to synthesize it. The reactants are: [CH2:1]([NH:3][C:4](=[O:23])[C:5]1[CH:10]=[C:9]([C:11]2[CH:19]=[C:18]3[C:14]([C:15](I)=[N:16][NH:17]3)=[CH:13][CH:12]=2)[C:8]([CH3:21])=[C:7]([F:22])[CH:6]=1)[CH3:2].C(=O)([O-])O.[Na+].[CH3:29][C:30]1[CH:35]=[CH:34][C:33](B(O)O)=[CH:32][CH:31]=1. (8) Given the product [OH:2][CH2:1][C:3]1[S:7][C:6]([C:8]([OH:10])=[O:9])=[CH:5][CH:4]=1, predict the reactants needed to synthesize it. The reactants are: [CH:1]([C:3]1[S:7][C:6]([C:8]([OH:10])=[O:9])=[CH:5][CH:4]=1)=[O:2].O.[BH4-].[Na+].Cl. (9) Given the product [Br:24][C:21]1[CH:22]=[CH:23][C:18]([C:4]#[C:3][CH2:2][CH2:1][C:5]2[CH:16]=[CH:15][C:8]([CH2:9][N:10]3[CH2:14][CH2:13][CH2:12][CH2:11]3)=[CH:7][CH:6]=2)=[N:19][CH:20]=1, predict the reactants needed to synthesize it. The reactants are: [CH2:1]([C:5]1[CH:16]=[CH:15][C:8]([CH2:9][N:10]2[CH2:14][CH2:13][CH2:12][CH2:11]2)=[CH:7][CH:6]=1)[CH2:2][C:3]#[CH:4].Br[C:18]1[CH:23]=[CH:22][C:21]([Br:24])=[CH:20][N:19]=1.C(NC(C)C)(C)C.